From a dataset of Forward reaction prediction with 1.9M reactions from USPTO patents (1976-2016). Predict the product of the given reaction. (1) Given the reactants C(N(CC)CC)C.[Cl:8][C:9]1[CH:10]=[C:11]([CH:21]=[CH:22][C:23]=1[Cl:24])[CH2:12][N:13]1[CH2:18][CH2:17][O:16][C@@H:15]([CH2:19][NH2:20])[CH2:14]1.Cl[C:26]([O:28][C:29]1[CH:34]=[CH:33][C:32]([N+:35]([O-:37])=[O:36])=[CH:31][CH:30]=1)=[O:27], predict the reaction product. The product is: [ClH:8].[Cl:8][C:9]1[CH:10]=[C:11]([CH:21]=[CH:22][C:23]=1[Cl:24])[CH2:12][N:13]1[CH2:18][CH2:17][O:16][C@@H:15]([CH2:19][NH:20][C:26](=[O:27])[O:28][C:29]2[CH:30]=[CH:31][C:32]([N+:35]([O-:37])=[O:36])=[CH:33][CH:34]=2)[CH2:14]1. (2) The product is: [CH:25]([C:27]1[CH:32]=[CH:31][CH:30]=[CH:29][C:28]=1[C:2]1[CH:24]=[CH:23][CH:22]=[C:4]([CH2:5][O:6][C:7]2[CH:12]=[CH:11][C:10]([CH2:13][CH2:14][C:15]([O:17][C:18]([CH3:21])([CH3:20])[CH3:19])=[O:16])=[CH:9][CH:8]=2)[CH:3]=1)=[O:26]. Given the reactants Br[C:2]1[CH:3]=[C:4]([CH:22]=[CH:23][CH:24]=1)[CH2:5][O:6][C:7]1[CH:12]=[CH:11][C:10]([CH2:13][CH2:14][C:15]([O:17][C:18]([CH3:21])([CH3:20])[CH3:19])=[O:16])=[CH:9][CH:8]=1.[CH:25]([C:27]1[CH:32]=[CH:31][CH:30]=[CH:29][C:28]=1B(O)O)=[O:26].C(=O)([O-])[O-].[K+].[K+].C(O)C, predict the reaction product. (3) Given the reactants [C:1]([O:5][C:6]([NH:8][C@H:9]([CH2:13][C:14]1[CH:19]=[CH:18][C:17]([O:20][CH3:21])=[CH:16][CH:15]=1)[C:10]([OH:12])=O)=[O:7])([CH3:4])([CH3:3])[CH3:2].[CH2:22](Cl)CCl.C1C=CC2N(O)N=NC=2C=1.FC(F)(F)C(O)=O.[CH2:43]([O:48][C:49]1([C:53]2[CH:58]=[CH:57][CH:56]=[CH:55][CH:54]=2)[CH2:52][NH:51][CH2:50]1)[CH2:44][CH2:45][CH2:46][CH3:47].CCN(C(C)C)C(C)C, predict the reaction product. The product is: [CH3:21][O:20][C:17]1[CH:18]=[CH:19][C:14]([CH2:13][C@@H:9]([NH:8][C:6](=[O:7])[O:5][C:1]([CH3:2])([CH3:3])[CH3:4])[C:10](=[O:12])[N:51]2[CH2:52][C:49]([O:48][CH2:43][CH2:44][CH2:45][CH2:46][CH3:47])([C:53]3[CH:58]=[CH:57][CH:56]=[CH:55][C:54]=3[CH3:22])[CH2:50]2)=[CH:15][CH:16]=1. (4) Given the reactants [CH2:1]([N:3]1[CH:7]=[CH:6][C:5]([C:8]2[S:9][CH:10]=[CH:11][CH:12]=2)=[N:4]1)[CH3:2].[I:13]N1C(=O)CCC1=O.S([O-])([O-])(=O)=S.[Na+].[Na+].C(=O)([O-])[O-].[Na+].[Na+], predict the reaction product. The product is: [CH2:1]([N:3]1[CH:7]=[C:6]([I:13])[C:5]([C:8]2[S:9][CH:10]=[CH:11][CH:12]=2)=[N:4]1)[CH3:2]. (5) The product is: [F:11][C:12]1[CH:19]=[CH:18][C:15]([CH2:16][N:1]2[C:9]3[C:4](=[CH:5][CH:6]=[CH:7][CH:8]=3)[CH:3]=[CH:2]2)=[CH:14][CH:13]=1. Given the reactants [NH:1]1[C:9]2[C:4](=[CH:5][CH:6]=[CH:7][CH:8]=2)[CH:3]=[CH:2]1.[Na].[F:11][C:12]1[CH:19]=[CH:18][C:15]([CH2:16]Cl)=[CH:14][CH:13]=1.O, predict the reaction product.